Dataset: Reaction yield outcomes from USPTO patents with 853,638 reactions. Task: Predict the reaction yield, written as a fraction of the theoretical maximum amount of product (1.0 means a 100% yield; for example, 0.34 means a 34% yield). The reactants are [C:1]1([C:26]2[CH:31]=[CH:30][CH:29]=[CH:28][CH:27]=2)[CH:6]=[CH:5][C:4]([CH2:7][C@@H:8]([C:17]([NH:19][CH2:20][CH2:21][C:22]([O:24][CH3:25])=[O:23])=[O:18])[CH2:9][C:10]([O:12]C(C)(C)C)=[O:11])=[CH:3][CH:2]=1. The catalyst is C(Cl)Cl.C(O)(C(F)(F)F)=O. The product is [C:1]1([C:26]2[CH:31]=[CH:30][CH:29]=[CH:28][CH:27]=2)[CH:2]=[CH:3][C:4]([CH2:7][C@@H:8]([C:17]([NH:19][CH2:20][CH2:21][C:22]([O:24][CH3:25])=[O:23])=[O:18])[CH2:9][C:10]([OH:12])=[O:11])=[CH:5][CH:6]=1. The yield is 0.960.